The task is: Regression/Classification. Given a drug SMILES string, predict its toxicity properties. Task type varies by dataset: regression for continuous values (e.g., LD50, hERG inhibition percentage) or binary classification for toxic/non-toxic outcomes (e.g., AMES mutagenicity, cardiotoxicity, hepatotoxicity). Dataset: herg_karim.. This data is from hERG potassium channel inhibition data for cardiac toxicity prediction from Karim et al.. (1) The molecule is Cc1ncn(-c2cc(Cl)c(C(=O)NC[C@@H](c3cccc(F)c3)c3nc4ccc(Cl)cc4[nH]3)c(Cl)c2)n1. The result is 1 (blocker). (2) The result is 0 (non-blocker). The compound is Nc1nc2cc3c(cc2s1)CCN(Cc1cnc[nH]1)CC3. (3) The drug is CCCN(C(=O)c1ccccc1SC)[C@H]1CCNC1. The result is 0 (non-blocker). (4) The drug is CN1Cc2ccccc2[C@H](c2ccccc2)N=C1OCc1ccc(NS(C)(=O)=O)cc1. The result is 0 (non-blocker).